From a dataset of Catalyst prediction with 721,799 reactions and 888 catalyst types from USPTO. Predict which catalyst facilitates the given reaction. Reactant: [C:1]1([CH2:7][C:8](=[O:10])[CH3:9])[CH:6]=[CH:5][CH:4]=[CH:3][CH:2]=1.[Na].[CH:12](OCC)=[O:13].O. The catalyst class is: 27. Product: [OH:13]/[CH:12]=[CH:9]/[C:8](=[O:10])[CH2:7][C:1]1[CH:6]=[CH:5][CH:4]=[CH:3][CH:2]=1.